Dataset: NCI-60 drug combinations with 297,098 pairs across 59 cell lines. Task: Regression. Given two drug SMILES strings and cell line genomic features, predict the synergy score measuring deviation from expected non-interaction effect. (1) Drug 1: CC(C)NC(=O)C1=CC=C(C=C1)CNNC.Cl. Drug 2: C(CCl)NC(=O)N(CCCl)N=O. Cell line: SK-MEL-28. Synergy scores: CSS=-2.79, Synergy_ZIP=-0.481, Synergy_Bliss=-3.60, Synergy_Loewe=-7.20, Synergy_HSA=-5.11. (2) Drug 1: C1CC(C1)(C(=O)O)C(=O)O.[NH2-].[NH2-].[Pt+2]. Drug 2: C1CC(=O)NC(=O)C1N2C(=O)C3=CC=CC=C3C2=O. Cell line: CAKI-1. Synergy scores: CSS=2.57, Synergy_ZIP=-2.50, Synergy_Bliss=0.109, Synergy_Loewe=-3.62, Synergy_HSA=-2.99. (3) Drug 1: CCCCCOC(=O)NC1=NC(=O)N(C=C1F)C2C(C(C(O2)C)O)O. Drug 2: C1=CC=C(C(=C1)C(C2=CC=C(C=C2)Cl)C(Cl)Cl)Cl. Cell line: TK-10. Synergy scores: CSS=-7.45, Synergy_ZIP=2.97, Synergy_Bliss=-1.17, Synergy_Loewe=-5.51, Synergy_HSA=-5.92. (4) Drug 1: CC1=C2C(C(=O)C3(C(CC4C(C3C(C(C2(C)C)(CC1OC(=O)C(C(C5=CC=CC=C5)NC(=O)OC(C)(C)C)O)O)OC(=O)C6=CC=CC=C6)(CO4)OC(=O)C)OC)C)OC. Drug 2: C(CC(=O)O)C(=O)CN.Cl. Cell line: SW-620. Synergy scores: CSS=24.0, Synergy_ZIP=-4.16, Synergy_Bliss=-8.86, Synergy_Loewe=-42.3, Synergy_HSA=-9.46. (5) Drug 1: CC1=CC=C(C=C1)C2=CC(=NN2C3=CC=C(C=C3)S(=O)(=O)N)C(F)(F)F. Drug 2: CC1=C(C(=O)C2=C(C1=O)N3CC4C(C3(C2COC(=O)N)OC)N4)N. Cell line: MDA-MB-435. Synergy scores: CSS=3.18, Synergy_ZIP=-4.30, Synergy_Bliss=-6.00, Synergy_Loewe=-10.8, Synergy_HSA=-4.82. (6) Drug 1: CCCS(=O)(=O)NC1=C(C(=C(C=C1)F)C(=O)C2=CNC3=C2C=C(C=N3)C4=CC=C(C=C4)Cl)F. Drug 2: C1CCN(CC1)CCOC2=CC=C(C=C2)C(=O)C3=C(SC4=C3C=CC(=C4)O)C5=CC=C(C=C5)O. Cell line: OVCAR3. Synergy scores: CSS=4.49, Synergy_ZIP=0.983, Synergy_Bliss=3.23, Synergy_Loewe=0.648, Synergy_HSA=1.04. (7) Drug 1: CCC1(CC2CC(C3=C(CCN(C2)C1)C4=CC=CC=C4N3)(C5=C(C=C6C(=C5)C78CCN9C7C(C=CC9)(C(C(C8N6C)(C(=O)OC)O)OC(=O)C)CC)OC)C(=O)OC)O.OS(=O)(=O)O. Drug 2: CC1C(C(CC(O1)OC2CC(CC3=C2C(=C4C(=C3O)C(=O)C5=CC=CC=C5C4=O)O)(C(=O)C)O)N)O. Cell line: SF-268. Synergy scores: CSS=35.4, Synergy_ZIP=-6.05, Synergy_Bliss=-2.81, Synergy_Loewe=-1.34, Synergy_HSA=-0.147.